Dataset: Catalyst prediction with 721,799 reactions and 888 catalyst types from USPTO. Task: Predict which catalyst facilitates the given reaction. (1) Reactant: [Cl:1][C:2]1[CH:26]=[CH:25][C:5]([O:6][C:7]2[CH:12]=[CH:11][C:10]([C:13]3[C:18]4=[N:19][S:20](=[O:24])(=[O:23])[CH2:21][CH2:22][N:17]4[CH:16]=[CH:15][CH:14]=3)=[CH:9][CH:8]=2)=[CH:4][C:3]=1[O:27][CH3:28]. Product: [Cl:1][C:2]1[CH:26]=[CH:25][C:5]([O:6][C:7]2[CH:8]=[CH:9][C:10]([CH:13]3[C:18]4=[N:19][S:20](=[O:24])(=[O:23])[CH2:21][CH2:22][N:17]4[CH2:16][CH2:15][CH2:14]3)=[CH:11][CH:12]=2)=[CH:4][C:3]=1[O:27][CH3:28]. The catalyst class is: 609. (2) Product: [CH:16]1([C:12]2[CH2:13][CH:14]3[CH:8]([CH:7]=2)[C:9](=[O:11])[CH2:15]3)[CH2:20][CH2:19][CH2:18][CH2:17]1. The catalyst class is: 152. Reactant: C([O-])(=O)C.[K+].O[CH:7]([CH:12]([CH:16]1[CH2:20][CH2:19][CH2:18][CH2:17]1)[CH2:13][CH:14]=[CH2:15])[CH2:8][C:9]([OH:11])=O. (3) Reactant: C(OC(=O)[N:7]([C:39]1[CH:44]=[CH:43][CH:42]=[CH:41][C:40]=1[NH2:45])[C:8]1[CH:13]=[C:12]([N:14]([CH3:38])[C:15]([N:17]([C:26]2[C:31]([Cl:32])=[C:30]([O:33][CH3:34])[CH:29]=[C:28]([O:35][CH3:36])[C:27]=2[Cl:37])COCC[Si](C)(C)C)=[O:16])[N:11]=[CH:10][N:9]=1)(C)(C)C.C1CCC(N=C=NC2CCCCC2)CC1.[C:62](O)(=[O:66])[C:63]#[C:64][CH3:65].O. Product: [Cl:37][C:27]1[C:28]([O:35][CH3:36])=[CH:29][C:30]([O:33][CH3:34])=[C:31]([Cl:32])[C:26]=1[NH:17][C:15](=[O:16])[N:14]([C:12]1[N:11]=[CH:10][N:9]=[C:8]([NH:7][C:39]2[CH:44]=[CH:43][CH:42]=[CH:41][C:40]=2[NH:45][C:62](=[O:66])[C:63]#[C:64][CH3:65])[CH:13]=1)[CH3:38]. The catalyst class is: 2. (4) Reactant: [F:1][C:2]1[CH:17]=[CH:16][CH:15]=[CH:14][C:3]=1[CH2:4][N:5]1[C:9]([CH3:10])=[CH:8][C:7]([C:11](O)=O)=[N:6]1.CC([NH2:22])(C)C.C(N(CC)CC)C.C(P1(=O)OP(CCC)(=O)OP(CCC)(=O)O1)CC.P(Cl)(Cl)(Cl)=O. Product: [F:1][C:2]1[CH:17]=[CH:16][CH:15]=[CH:14][C:3]=1[CH2:4][N:5]1[C:9]([CH3:10])=[CH:8][C:7]([C:11]#[N:22])=[N:6]1. The catalyst class is: 13. (5) Reactant: Cl.[Cl:2][C:3]1[CH:4]=[CH:5][C:6]([S:11]([CH2:14][CH3:15])(=[O:13])=[O:12])=[C:7]([CH2:9][NH2:10])[CH:8]=1. Product: [ClH:2].[CH2:14]([S:11]([C:6]1[CH:5]=[CH:4][CH:3]=[CH:8][C:7]=1[CH2:9][NH2:10])(=[O:13])=[O:12])[CH3:15]. The catalyst class is: 19. (6) The catalyst class is: 9. Reactant: [CH:1]1([N:6]2[CH2:12][C:11]([F:14])([F:13])[C:10](=[O:15])[N:9]([CH3:16])[C:8]3[CH:17]=[N:18][C:19]([NH:21][C:22]4[CH:30]=[CH:29][C:25]([C:26]([OH:28])=O)=[CH:24][C:23]=4[O:31][CH3:32])=[N:20][C:7]2=3)[CH2:5][CH2:4][CH2:3][CH2:2]1.C(N(C(C)C)C(C)C)C.Cl.[NH2:43][C@H:44]1[CH2:49][CH2:48][C@H:47]([OH:50])[CH2:46][CH2:45]1. Product: [CH:1]1([N:6]2[CH2:12][C:11]([F:14])([F:13])[C:10](=[O:15])[N:9]([CH3:16])[C:8]3[CH:17]=[N:18][C:19]([NH:21][C:22]4[CH:30]=[CH:29][C:25]([C:26]([NH:43][C@H:44]5[CH2:49][CH2:48][C@H:47]([OH:50])[CH2:46][CH2:45]5)=[O:28])=[CH:24][C:23]=4[O:31][CH3:32])=[N:20][C:7]2=3)[CH2:5][CH2:4][CH2:3][CH2:2]1.